From a dataset of Reaction yield outcomes from USPTO patents with 853,638 reactions. Predict the reaction yield, written as a fraction of the theoretical maximum amount of product (1.0 means a 100% yield; for example, 0.34 means a 34% yield). (1) The reactants are C([O:3][C:4](=O)[CH2:5][C:6]1[N:7]=[C:8]([NH:11][C:12](=[O:30])[CH:13]([C:20]2[CH:25]=[CH:24][C:23]([S:26]([CH3:29])(=[O:28])=[O:27])=[CH:22][CH:21]=2)[CH2:14][CH:15]2[CH2:19][CH2:18][CH2:17][CH2:16]2)[S:9][CH:10]=1)C.[H-].[Al+3].[Li+].[H-].[H-].[H-]. The catalyst is C(OCC)C. The product is [CH:15]1([CH2:14][CH:13]([C:20]2[CH:25]=[CH:24][C:23]([S:26]([CH3:29])(=[O:28])=[O:27])=[CH:22][CH:21]=2)[C:12]([NH:11][C:8]2[S:9][CH:10]=[C:6]([CH2:5][CH2:4][OH:3])[N:7]=2)=[O:30])[CH2:16][CH2:17][CH2:18][CH2:19]1. The yield is 0.180. (2) The reactants are [NH2:1][C:2]1[C:7]([N+:8]([O-])=O)=[CH:6][C:5]([Br:11])=[CH:4][N:3]=1. The catalyst is CCO. The product is [Br:11][C:5]1[CH:6]=[C:7]([NH2:8])[C:2]([NH2:1])=[N:3][CH:4]=1. The yield is 0.980.